From a dataset of Full USPTO retrosynthesis dataset with 1.9M reactions from patents (1976-2016). Predict the reactants needed to synthesize the given product. (1) Given the product [C:5]1([C:36]2[CH:35]=[CH:46][CH:45]=[CH:44][CH:48]=2)[CH:4]=[CH:3][C:2]([CH2:7][C:9]2[O:10][C:11]3[CH:21]=[CH:20][CH:19]=[CH:18][C:12]=3[C:13]=2[CH2:14][C:15]([OH:17])=[O:16])=[CH:1][CH:6]=1, predict the reactants needed to synthesize it. The reactants are: [C:1]1(C2C=CC=CC=2)[C:2]([C:7]([C:9]2[O:10][C:11]3[CH:21]=[CH:20][CH:19]=[CH:18][C:12]=3[C:13]=2[CH2:14][C:15]([OH:17])=[O:16])=O)=[CH:3][CH:4]=[CH:5][CH:6]=1.[BH4-].[Na+].C([SiH]([CH2:35][CH3:36])CC)C.C(O)(C(F)(F)F)=O.[CH2:44]1[CH2:48]O[CH2:46][CH2:45]1. (2) Given the product [Cl:1][C:2]1[C:7]([F:8])=[CH:6][CH:5]=[C:4]([Cl:9])[C:3]=1[CH2:10][NH:11][N:12]1[C:20]2[C:15](=[N:16][CH:17]=[C:18]([C:21]3[CH:22]=[N:23][N:24]([CH:26]4[CH2:31][CH2:30][NH:29][CH2:28][CH2:27]4)[CH:25]=3)[CH:19]=2)[CH:14]=[CH:13]1, predict the reactants needed to synthesize it. The reactants are: [Cl:1][C:2]1[C:7]([F:8])=[CH:6][CH:5]=[C:4]([Cl:9])[C:3]=1/[CH:10]=[N:11]/[N:12]1[C:20]2[C:15](=[N:16][CH:17]=[C:18]([C:21]3[CH:22]=[N:23][N:24]([CH:26]4[CH2:31][CH2:30][NH:29][CH2:28][CH2:27]4)[CH:25]=3)[CH:19]=2)[CH:14]=[CH:13]1.[BH4-].[Na+]. (3) Given the product [CH3:1][C@@:2]1([OH:38])[C@@H:30]([CH2:31][O:32][C:33](=[O:35])[CH3:34])[O:29][C@@H:5]([O:6][C:7]2[CH:12]=[C:11]([CH2:13][OH:14])[CH:10]=[CH:9][C:8]=2[CH2:20][C:21]2[CH:22]=[CH:23][C:24]([CH2:27][CH3:28])=[CH:25][CH:26]=2)[C@H:4]([OH:36])[C@H:3]1[OH:37], predict the reactants needed to synthesize it. The reactants are: [CH3:1][C@@:2]1([OH:38])[C@@H:30]([CH2:31][O:32][C:33](=[O:35])[CH3:34])[O:29][C@@H:5]([O:6][C:7]2[CH:12]=[C:11]([CH2:13][O:14]C3CCCO3)[CH:10]=[CH:9][C:8]=2[CH2:20][C:21]2[CH:26]=[CH:25][C:24]([CH2:27][CH3:28])=[CH:23][CH:22]=2)[C@H:4]([OH:36])[C@H:3]1[OH:37].OCC(OC[C@H]1O[C@@H](OC2C=C(CO)C=CC=2CC2C=CC(CC)=CC=2)[C@H](O)[C@@H](O)C1)=O. (4) Given the product [Cl:35][C:36]1[CH:37]=[CH:38][C:39]([C:42]2[NH:46][N:45]=[C:44]([CH:47]3[CH2:52][CH2:51][N:50]([CH2:1][C:3]4[CH:8]=[CH:7][C:6]([C:9]5[N:10]=[C:11]6[C:16]([C:17]#[N:18])=[CH:15][CH:14]=[CH:13][N:12]6[C:19]=5[C:20]5[CH:25]=[CH:24][CH:23]=[CH:22][CH:21]=5)=[CH:5][CH:4]=4)[CH2:49][CH2:48]3)[N:43]=2)=[N:40][CH:41]=1, predict the reactants needed to synthesize it. The reactants are: [CH:1]([C:3]1[CH:8]=[CH:7][C:6]([C:9]2[N:10]=[C:11]3[C:16]([C:17]#[N:18])=[CH:15][CH:14]=[CH:13][N:12]3[C:19]=2[C:20]2[CH:25]=[CH:24][CH:23]=[CH:22][CH:21]=2)=[CH:5][CH:4]=1)=O.C(N(CC)CC)C.Cl.Cl.[Cl:35][C:36]1[CH:37]=[CH:38][C:39]([C:42]2[NH:46][N:45]=[C:44]([CH:47]3[CH2:52][CH2:51][NH:50][CH2:49][CH2:48]3)[N:43]=2)=[N:40][CH:41]=1.C(O)(=O)C.[BH-](OC(C)=O)(OC(C)=O)OC(C)=O.[Na+].